This data is from Reaction yield outcomes from USPTO patents with 853,638 reactions. The task is: Predict the reaction yield, written as a fraction of the theoretical maximum amount of product (1.0 means a 100% yield; for example, 0.34 means a 34% yield). (1) The reactants are [O:1]1[C:5]2[CH:6]=[CH:7][C:8]([C:10]3([C:13]([NH:15][C:16]4[S:17][C:18]([CH:21]([C:28]5[CH:33]=[CH:32][CH:31]=[CH:30][C:29]=5[Cl:34])[N:22]5[CH2:26][CH2:25][C@@H:24]([OH:27])[CH2:23]5)=[CH:19][N:20]=4)=[O:14])[CH2:12][CH2:11]3)=[CH:9][C:4]=2[O:3][CH2:2]1.Cl[C:36]([O:38][C@H:39]1[CH2:44][C@@H:43]([CH3:45])[CH2:42][CH2:41][C@@H:40]1[CH:46]([CH3:48])[CH3:47])=[O:37]. The catalyst is ClCCl.CN(C)C1C=CN=CC=1.CO. The product is [C:36](=[O:37])([O:38][C@H:39]1[CH2:44][C@@H:43]([CH3:45])[CH2:42][CH2:41][C@@H:40]1[CH:46]([CH3:48])[CH3:47])[O:27][C@@H:24]1[CH2:25][CH2:26][N:22]([CH:21]([C:18]2[S:17][C:16]([NH:15][C:13]([C:10]3([C:8]4[CH:7]=[CH:6][C:5]5[O:1][CH2:2][O:3][C:4]=5[CH:9]=4)[CH2:12][CH2:11]3)=[O:14])=[N:20][CH:19]=2)[C:28]2[CH:33]=[CH:32][CH:31]=[CH:30][C:29]=2[Cl:34])[CH2:23]1. The yield is 0.491. (2) The reactants are [NH2:1][C:2]1[C:7]([Cl:8])=[C:6]([O:9][CH2:10][CH:11]([O:14][CH3:15])[O:12][CH3:13])[CH:5]=[CH:4][C:3]=1[C:16](=[O:18])[CH3:17].Br.[CH:20]([NH:23][C:24]1[S:25][CH:26]=[C:27]([C:29](O)=[O:30])[N:28]=1)([CH3:22])[CH3:21].P(Cl)(Cl)(Cl)=O.O. The catalyst is N1C=CC=CC=1. The product is [C:16]([C:3]1[C:2]([NH:1][C:29]([C:27]2[N:28]=[C:24]([NH:23][CH:20]([CH3:22])[CH3:21])[S:25][CH:26]=2)=[O:30])=[C:7]([Cl:8])[C:6]([O:9][CH2:10][CH:11]([O:12][CH3:13])[O:14][CH3:15])=[CH:5][CH:4]=1)(=[O:18])[CH3:17]. The yield is 0.850. (3) The reactants are [O:1]=[C:2]([CH2:9][C:10]([O:12][CH2:13][CH3:14])=[O:11])[CH2:3][C:4]([O:6][CH2:7][CH3:8])=[O:5].[H-].[Na+].I[CH3:18]. The catalyst is O1CCCC1. The yield is 0.360. The product is [CH3:18][CH:9]([C:2](=[O:1])[CH2:3][C:4]([O:6][CH2:7][CH3:8])=[O:5])[C:10]([O:12][CH2:13][CH3:14])=[O:11]. (4) The reactants are [NH2:1][C:2]1[CH:7]=[C:6]([Cl:8])[CH:5]=[CH:4][C:3]=1[S:9][CH2:10][CH2:11][C:12]([N:14]([CH2:17][CH3:18])[CH2:15][CH3:16])=[O:13].[Cl:19][C:20]1[CH:25]=[CH:24][C:23]([S:26](Cl)(=[O:28])=[O:27])=[CH:22][C:21]=1[C:30]([F:33])([F:32])[F:31]. The catalyst is N1C=CC=CC=1. The product is [Cl:8][C:6]1[CH:5]=[CH:4][C:3]([S:9][CH2:10][CH2:11][C:12]([N:14]([CH2:15][CH3:16])[CH2:17][CH3:18])=[O:13])=[C:2]([NH:1][S:26]([C:23]2[CH:24]=[CH:25][C:20]([Cl:19])=[C:21]([C:30]([F:33])([F:31])[F:32])[CH:22]=2)(=[O:28])=[O:27])[CH:7]=1. The yield is 0.850. (5) The reactants are [C:1]([C:3]1[CH:4]=[C:5]([S:9]([C:12]2[CH:13]=[C:14]([NH:18]C(=O)OC(C)(C)C)[CH:15]=[CH:16][CH:17]=2)(=[O:11])=[O:10])[CH:6]=[CH:7][CH:8]=1)#[N:2].C(O)(C(F)(F)F)=O. The catalyst is C(Cl)Cl. The product is [NH2:18][C:14]1[CH:13]=[C:12]([S:9]([C:5]2[CH:4]=[C:3]([CH:8]=[CH:7][CH:6]=2)[C:1]#[N:2])(=[O:11])=[O:10])[CH:17]=[CH:16][CH:15]=1. The yield is 0.610. (6) The reactants are [CH2:1]([S:4](Cl)(=[O:6])=[O:5])[CH2:2]C.[OH:8][C:9]([C:13]1[CH:18]=[CH:17][C:16]([N+:19]([O-:21])=[O:20])=[CH:15][CH:14]=1)([CH3:12])[CH2:10][NH2:11].[CH2:22]1CCN2C(=NCCC2)CC1. The catalyst is C(Cl)Cl. The product is [OH:8][C:9]([C:13]1[CH:18]=[CH:17][C:16]([N+:19]([O-:21])=[O:20])=[CH:15][CH:14]=1)([CH3:12])[CH2:10][NH:11][S:4]([CH:1]([CH3:2])[CH3:22])(=[O:5])=[O:6]. The yield is 0.160. (7) The reactants are [Cl:1][C:2]1[CH:3]=[C:4]2[C:9](=[CH:10][C:11]=1[O:12][C:13]1[CH:18]=[CH:17][C:16]([C:19](=[O:28])[NH:20][C:21]3[N:22]=[N:23][C:24](Cl)=[CH:25][CH:26]=3)=[CH:15][CH:14]=1)[O:8][CH2:7][CH2:6][CH:5]2[C:29]([O:31][CH2:32][CH3:33])=[O:30].[Cl:34][C:35]1[CH:40]=[C:39]([C:41]([F:44])([F:43])[F:42])[CH:38]=[CH:37][C:36]=1B(O)O.C(=O)([O-])[O-].[Na+].[Na+]. The catalyst is C1(C)C=CC=CC=1.C1C=CC([P]([Pd]([P](C2C=CC=CC=2)(C2C=CC=CC=2)C2C=CC=CC=2)([P](C2C=CC=CC=2)(C2C=CC=CC=2)C2C=CC=CC=2)[P](C2C=CC=CC=2)(C2C=CC=CC=2)C2C=CC=CC=2)(C2C=CC=CC=2)C2C=CC=CC=2)=CC=1. The product is [Cl:1][C:2]1[CH:3]=[C:4]2[C:9](=[CH:10][C:11]=1[O:12][C:13]1[CH:14]=[CH:15][C:16]([C:19](=[O:28])[NH:20][C:21]3[N:22]=[N:23][C:24]([C:36]4[CH:37]=[CH:38][C:39]([C:41]([F:44])([F:43])[F:42])=[CH:40][C:35]=4[Cl:34])=[CH:25][CH:26]=3)=[CH:17][CH:18]=1)[O:8][CH2:7][CH2:6][CH:5]2[C:29]([O:31][CH2:32][CH3:33])=[O:30]. The yield is 0.200. (8) The reactants are C([Li])CCC.[CH3:6][N:7]1[CH:11]=[CH:10][CH:9]=[N:8]1.[O:12]1[CH2:14][CH2:13]1. The catalyst is C1COCC1.C(Cl)Cl. The product is [CH3:6][N:7]1[C:11]([CH2:14][CH2:13][OH:12])=[CH:10][CH:9]=[N:8]1. The yield is 0.830.